This data is from Orexin1 receptor HTS with 218,158 compounds and 233 confirmed actives. The task is: Binary Classification. Given a drug SMILES string, predict its activity (active/inactive) in a high-throughput screening assay against a specified biological target. The molecule is S(=O)(=O)(N1CC(CC(C1)C)C)c1ccc(cc1)C(OCC(=O)Nc1c(cc([N+]([O-])=O)c(OC)c1)C)=O. The result is 0 (inactive).